Dataset: Peptide-MHC class II binding affinity with 134,281 pairs from IEDB. Task: Regression. Given a peptide amino acid sequence and an MHC pseudo amino acid sequence, predict their binding affinity value. This is MHC class II binding data. The peptide sequence is GSCWAFSGVAATESA. The MHC is DRB1_1101 with pseudo-sequence DRB1_1101. The binding affinity (normalized) is 0.135.